From a dataset of Peptide-MHC class I binding affinity with 185,985 pairs from IEDB/IMGT. Regression. Given a peptide amino acid sequence and an MHC pseudo amino acid sequence, predict their binding affinity value. This is MHC class I binding data. (1) The peptide sequence is RDITAFEGL. The MHC is HLA-B07:02 with pseudo-sequence HLA-B07:02. The binding affinity (normalized) is 0.0847. (2) The MHC is HLA-A24:03 with pseudo-sequence HLA-A24:03. The peptide sequence is LPLESCFGV. The binding affinity (normalized) is 0.0847. (3) The peptide sequence is KFYGPFVDR. The MHC is HLA-A32:01 with pseudo-sequence HLA-A32:01. The binding affinity (normalized) is 0.286. (4) The peptide sequence is RGPYRAFVTI. The MHC is HLA-A26:01 with pseudo-sequence HLA-A26:01. The binding affinity (normalized) is 0. (5) The peptide sequence is LELAEITAE. The MHC is HLA-A02:11 with pseudo-sequence HLA-A02:11. The binding affinity (normalized) is 0.0847.